This data is from Reaction yield outcomes from USPTO patents with 853,638 reactions. The task is: Predict the reaction yield, written as a fraction of the theoretical maximum amount of product (1.0 means a 100% yield; for example, 0.34 means a 34% yield). (1) The reactants are [C:1](Cl)(Cl)=[S:2].[NH2:5][C:6]1[C:15]2[C:10](=[CH:11][CH:12]=[CH:13][CH:14]=2)[C:9]([CH:16]2[CH2:18][CH2:17]2)=[CH:8][CH:7]=1.C(N(C(C)C)CC)(C)C.Cl. The catalyst is ClCCl. The product is [CH:16]1([C:9]2[C:10]3[C:15](=[CH:14][CH:13]=[CH:12][CH:11]=3)[C:6]([N:5]=[C:1]=[S:2])=[CH:7][CH:8]=2)[CH2:18][CH2:17]1. The yield is 0.860. (2) The reactants are C(=O)([O-])[O-].[K+].[K+].I[C:8]1[CH:13]=[CH:12][C:11]([OH:14])=[CH:10][CH:9]=1.[CH3:15][C@@:16]([S:39]([CH3:42])(=[O:41])=[O:40])([CH2:22][CH2:23][C:24]1[CH:29]=[CH:28][C:27](B2OC(C)(C)C(C)(C)O2)=[CH:26][CH:25]=1)[C:17]([O:19][CH2:20][CH3:21])=[O:18]. The catalyst is [Pd+2].O1CCOCC1.O. The product is [OH:14][C:11]1[CH:12]=[CH:13][C:8]([C:27]2[CH:26]=[CH:25][C:24]([CH2:23][CH2:22][C@@:16]([CH3:15])([S:39]([CH3:42])(=[O:41])=[O:40])[C:17]([O:19][CH2:20][CH3:21])=[O:18])=[CH:29][CH:28]=2)=[CH:9][CH:10]=1. The yield is 0.540. (3) The reactants are [Li+].[Cl-].[CH3:3][N:4]1[C:12](=[O:13])[C:11]2[N:10]([CH3:14])[CH:9]=[N:8][C:7]=2[N:6]([CH3:15])[C:5]1=[O:16].[Cl:17][C:18]1[CH:23]=[CH:22][C:21](I)=[CH:20][CH:19]=1. The catalyst is C1COCC1.C1C=CC(/C=C/C(/C=C/C2C=CC=CC=2)=O)=CC=1.C1C=CC(/C=C/C(/C=C/C2C=CC=CC=2)=O)=CC=1.[Pd]. The product is [Cl:17][C:18]1[CH:23]=[CH:22][C:21]([C:9]2[N:10]([CH3:14])[C:11]3[C:12](=[O:13])[N:4]([CH3:3])[C:5](=[O:16])[N:6]([CH3:15])[C:7]=3[N:8]=2)=[CH:20][CH:19]=1. The yield is 0.740. (4) The product is [CH3:1][O:2][C:3]1[CH:8]=[C:7]2[C:6]([CH2:9][CH2:10][CH2:11][C:12]2=[O:14])=[CH:5][C:4]=1[CH3:15]. The reactants are [CH3:1][O:2][C:3]1[CH:8]=[CH:7][C:6]([CH2:9][CH2:10][CH2:11][C:12]([OH:14])=O)=[CH:5][C:4]=1[CH3:15]. The catalyst is CS(O)(=O)=O. The yield is 0.880. (5) The reactants are [CH3:1][N:2]1[CH:6]=[C:5]([CH:7]=[O:8])[CH:4]=[N:3]1.CC(C)=[O:11].OS(O)(=O)=O.O=[Cr](=O)=O.[OH-].[Na+]. The catalyst is CC(C)=O. The product is [CH3:1][N:2]1[CH:6]=[C:5]([C:7]([OH:11])=[O:8])[CH:4]=[N:3]1. The yield is 0.310. (6) The reactants are [CH3:1][C:2]1[O:6][N:5]=[C:4]([C:7]2[CH:12]=[CH:11][CH:10]=[CH:9][CH:8]=2)[C:3]=1[CH2:13][OH:14].[CH2:15]([O:22][C:23]1[CH:28]=[CH:27][NH:26][C:25](=O)[CH:24]=1)[C:16]1[CH:21]=[CH:20][CH:19]=[CH:18][CH:17]=1. No catalyst specified. The product is [CH2:15]([O:22][C:23]1[CH:28]=[CH:27][N:26]=[C:25]([O:14][CH2:13][C:3]2[C:4]([C:7]3[CH:12]=[CH:11][CH:10]=[CH:9][CH:8]=3)=[N:5][O:6][C:2]=2[CH3:1])[CH:24]=1)[C:16]1[CH:17]=[CH:18][CH:19]=[CH:20][CH:21]=1. The yield is 0.280. (7) The reactants are [CH3:1][N:2]([CH3:16])[S:3]([C:6]1[CH:15]=[CH:14][C:9]2[N:10]=[C:11]([CH3:13])[S:12][C:8]=2[CH:7]=1)(=[O:5])=[O:4].[CH2:17]1[CH2:24][O:23][S:20](=[O:22])(=[O:21])[CH2:19][CH2:18]1. No catalyst specified. The product is [CH3:16][N:2]([CH3:1])[S:3]([C:6]1[CH:15]=[CH:14][C:9]2[N+:10]([CH2:24][CH2:17][CH2:18][CH2:19][S:20]([O-:23])(=[O:22])=[O:21])=[C:11]([CH3:13])[S:12][C:8]=2[CH:7]=1)(=[O:4])=[O:5]. The yield is 0.920.